This data is from Full USPTO retrosynthesis dataset with 1.9M reactions from patents (1976-2016). The task is: Predict the reactants needed to synthesize the given product. (1) Given the product [CH2:1]([O:5][C:6]1[CH:7]=[C:8]2[C:13](=[CH:14][CH:15]=1)[C:12](=[O:16])[N:11]([C:17]1[CH:22]=[CH:21][C:20]([N:23]3[CH2:27][CH2:26][C@@H:25]([N:28]([CH:32]([CH3:34])[CH3:31])[CH3:29])[CH2:24]3)=[C:19]([F:30])[CH:18]=1)[CH2:10][CH2:9]2)[CH2:2][CH2:3][CH3:4], predict the reactants needed to synthesize it. The reactants are: [CH2:1]([O:5][C:6]1[CH:7]=[C:8]2[C:13](=[CH:14][CH:15]=1)[C:12](=[O:16])[N:11]([C:17]1[CH:22]=[CH:21][C:20]([N:23]3[CH2:27][CH2:26][C@@H:25]([NH:28][CH3:29])[CH2:24]3)=[C:19]([F:30])[CH:18]=1)[CH2:10][CH2:9]2)[CH2:2][CH2:3][CH3:4].[CH3:31][C:32]([CH3:34])=O. (2) Given the product [F:1][C:2]1[CH:3]=[CH:4][C:5]([CH2:6][N:7]2[C:18](=[O:19])[C:16]3[N:17]4[C:12](=[C:13]([C:23]([OH:25])=[O:24])[C:14](=[O:22])[C:15]=3[O:20][CH3:21])[CH2:11][CH2:10][CH:9]4[CH2:8]2)=[CH:27][CH:28]=1, predict the reactants needed to synthesize it. The reactants are: [F:1][C:2]1[CH:28]=[CH:27][C:5]([CH2:6][N:7]2[C:18](=[O:19])[C:16]3[N:17]4[C:12](=[C:13]([C:23]([O:25]C)=[O:24])[C:14](=[O:22])[C:15]=3[O:20][CH3:21])[CH2:11][CH2:10][CH:9]4[CH2:8]2)=[CH:4][CH:3]=1.[Li+].[OH-].O. (3) Given the product [C:1]([O:4][C:5]1[C:10]([C:15]#[C:14][C:16]2[CH:21]=[CH:20][C:19]([F:22])=[CH:18][CH:17]=2)=[CH:9][C:8]([Br:12])=[C:7]([Cl:13])[N:6]=1)(=[O:3])[CH3:2], predict the reactants needed to synthesize it. The reactants are: [C:1]([O:4][C:5]1[C:10](I)=[CH:9][C:8]([Br:12])=[C:7]([Cl:13])[N:6]=1)(=[O:3])[CH3:2].[C:14]([C:16]1[CH:21]=[CH:20][C:19]([F:22])=[CH:18][CH:17]=1)#[CH:15]. (4) Given the product [N+:8]([C:7]1[C:2]([NH:14][C@H:15]2[CH2:20][CH2:19][C@H:18]([OH:21])[CH2:17][CH2:16]2)=[C:3]2[S:13][CH:12]=[CH:11][C:4]2=[N:5][CH:6]=1)([O-:10])=[O:9], predict the reactants needed to synthesize it. The reactants are: Cl[C:2]1[C:7]([N+:8]([O-:10])=[O:9])=[CH:6][N:5]=[C:4]2[CH:11]=[CH:12][S:13][C:3]=12.[NH2:14][C@H:15]1[CH2:20][CH2:19][C@H:18]([OH:21])[CH2:17][CH2:16]1.C(N(CC)C(C)C)(C)C. (5) The reactants are: [Cl:1][C:2]1[CH:3]=[C:4]([N+:10]([O-])=O)[C:5]([C:8]#N)=[N:6][CH:7]=1.[Sn](Cl)Cl.S(Cl)(Cl)=[O:17].[CH2:20]([OH:22])C. Given the product [CH3:20][O:22][C:8]([C:5]1[C:4]([NH2:10])=[CH:3][C:2]([Cl:1])=[CH:7][N:6]=1)=[O:17], predict the reactants needed to synthesize it. (6) Given the product [Br:1][C:2]1[CH:7]=[CH:6][N:5]2[C:8]([C:11]([NH:24][C:25]3[C:26]([CH3:35])=[N:27][CH:28]=[C:29]([CH:34]=3)[C:30]([O:32][CH3:33])=[O:31])=[O:12])=[CH:9][N:10]=[C:4]2[CH:3]=1, predict the reactants needed to synthesize it. The reactants are: [Br:1][C:2]1[CH:7]=[CH:6][N:5]2[C:8]([C:11](NC3C=C(C=CC=3F)C(O)=O)=[O:12])=[CH:9][N:10]=[C:4]2[CH:3]=1.[NH2:24][C:25]1[C:26]([CH3:35])=[N:27][CH:28]=[C:29]([CH:34]=1)[C:30]([O:32][CH3:33])=[O:31]. (7) Given the product [CH2:16]([C:20]1[CH:25]=[CH:24][C:23]([C:26]2[CH:27]=[C:28]3[C:29]([C:11]4[CH2:10][CH2:9][C:8]5[CH:7]=[C:6]([C:12]([OH:14])=[O:13])[CH:5]=[CH:4][C:3]=5[C:2]=4[NH:32]3)=[CH:30][CH:31]=2)=[CH:22][CH:21]=1)[CH2:17][CH2:18][CH3:19], predict the reactants needed to synthesize it. The reactants are: O=[C:2]1[CH2:11][CH2:10][CH2:9][C:8]2[CH:7]=[C:6]([C:12]([OH:14])=[O:13])[CH:5]=[CH:4][C:3]1=2.Cl.[CH2:16]([C:20]1[CH:25]=[CH:24][C:23]([C:26]2[CH:31]=[CH:30][CH:29]=[C:28]([NH:32]N)[CH:27]=2)=[CH:22][CH:21]=1)[CH2:17][CH2:18][CH3:19].